Task: Predict the reactants needed to synthesize the given product.. Dataset: Full USPTO retrosynthesis dataset with 1.9M reactions from patents (1976-2016) (1) Given the product [OH:23][C:24]1([C:31]2[S:35][CH:34]=[N:33][CH:32]=2)[CH2:25][CH2:26][CH:27]([N:1]2[CH2:2][CH:3]([NH:5][C:6](=[O:22])[CH2:7][NH:8][C:9]3[C:17]4[C:12](=[CH:13][CH:14]=[C:15]([C:18]([F:20])([F:19])[F:21])[CH:16]=4)[NH:11][N:10]=3)[CH2:4]2)[CH2:28][CH2:29]1, predict the reactants needed to synthesize it. The reactants are: [NH:1]1[CH2:4][CH:3]([NH:5][C:6](=[O:22])[CH2:7][NH:8][C:9]2[C:17]3[C:12](=[CH:13][CH:14]=[C:15]([C:18]([F:21])([F:20])[F:19])[CH:16]=3)[NH:11][N:10]=2)[CH2:2]1.[OH:23][C:24]1([C:31]2[S:35][CH:34]=[N:33][CH:32]=2)[CH2:29][CH2:28][C:27](=O)[CH2:26][CH2:25]1. (2) Given the product [CH2:8]([NH:9][C:15]1[S:16][C:17]([CH2:20][NH:13][C:10]2[S:11][CH:12]=[C:8]([C:5]3[CH:4]=[CH:3][C:2]([Cl:1])=[CH:7][CH:6]=3)[N:9]=2)=[CH:18][N:19]=1)[C:5]1[CH:6]=[CH:7][CH:2]=[CH:3][CH:4]=1, predict the reactants needed to synthesize it. The reactants are: [Cl:1][C:2]1[CH:7]=[CH:6][C:5]([C:8]2[N:9]=[C:10]([NH2:13])[S:11][CH:12]=2)=[CH:4][CH:3]=1.Br[C:15]1[S:16][C:17]([C:20](O)=O)=[CH:18][N:19]=1. (3) The reactants are: [NH:1]1[C:9]2[C:4](=[CH:5][CH:6]=[CH:7][CH:8]=2)[C:3]([CH2:10][C:11]2[CH:16]=[CH:15][C:14]([NH:17][C:18](=[O:35])[NH:19][CH2:20][CH2:21][N:22]3[CH2:27][CH2:26][N:25]([C:28](OC(C)(C)C)=O)[CH2:24][CH2:23]3)=[CH:13][C:12]=2[CH2:36][CH3:37])=[CH:2]1.FC(F)(F)C(O)=O. Given the product [NH:1]1[C:9]2[C:4](=[CH:5][CH:6]=[CH:7][CH:8]=2)[C:3]([CH2:10][C:11]2[CH:16]=[CH:15][C:14]([NH:17][C:18]([NH:19][CH2:20][CH2:21][N:22]3[CH2:23][CH2:24][N:25]([CH3:28])[CH2:26][CH2:27]3)=[O:35])=[CH:13][C:12]=2[CH2:36][CH3:37])=[CH:2]1, predict the reactants needed to synthesize it. (4) Given the product [C:27]([O:31][C:32](=[O:52])[N:33]([C:34]1[N:39]=[CH:38][C:37]([CH:40]([C:12]2[C:13]3[C:14](=[N:15][CH:16]=[C:17]([O:19][CH3:20])[CH:18]=3)[N:10]([S:7]([C:1]3[CH:6]=[CH:5][CH:4]=[CH:3][CH:2]=3)(=[O:9])=[O:8])[CH:11]=2)[OH:41])=[CH:36][N:35]=1)[CH2:42][C:43]1[C:44]([O:50][CH3:51])=[N:45][CH:46]=[C:47]([F:49])[CH:48]=1)([CH3:30])([CH3:28])[CH3:29], predict the reactants needed to synthesize it. The reactants are: [C:1]1([S:7]([N:10]2[C:14]3=[N:15][CH:16]=[C:17]([O:19][CH3:20])[CH:18]=[C:13]3[C:12](I)=[CH:11]2)(=[O:9])=[O:8])[CH:6]=[CH:5][CH:4]=[CH:3][CH:2]=1.C([Mg]Cl)(C)C.[C:27]([O:31][C:32](=[O:52])[N:33]([CH2:42][C:43]1[C:44]([O:50][CH3:51])=[N:45][CH:46]=[C:47]([F:49])[CH:48]=1)[C:34]1[N:39]=[CH:38][C:37]([CH:40]=[O:41])=[CH:36][N:35]=1)([CH3:30])([CH3:29])[CH3:28].[Cl-].[NH4+]. (5) Given the product [CH2:20]([N:15]([C:14]1[C:9]([OH:8])=[CH:10][C:11]2[N:12]([N:22]=[C:23]([C:29]3[CH:30]=[CH:31][C:32]([F:35])=[CH:33][CH:34]=3)[C:24]=2[C:25]([NH:27][CH3:28])=[O:26])[CH:13]=1)[S:16]([CH3:19])(=[O:17])=[O:18])[CH3:21], predict the reactants needed to synthesize it. The reactants are: C([O:8][C:9]1[C:14]([N:15]([CH2:20][CH3:21])[S:16]([CH3:19])(=[O:18])=[O:17])=[CH:13][N:12]2[N:22]=[C:23]([C:29]3[CH:34]=[CH:33][C:32]([F:35])=[CH:31][CH:30]=3)[C:24]([C:25]([NH:27][CH3:28])=[O:26])=[C:11]2[CH:10]=1)C1C=CC=CC=1.B(Cl)(Cl)Cl. (6) Given the product [CH:32]([C:34]1[CH:42]=[CH:41][C:37]([C:38]([NH:15][CH2:14][CH:13]([CH2:16][C:17]2[N:18]([CH2:22][O:23][CH2:24][CH2:25][Si:26]([CH3:28])([CH3:27])[CH3:29])[CH:19]=[CH:20][N:21]=2)[CH2:12][C:8]2[N:7]([CH2:6][O:5][CH2:4][CH2:3][Si:2]([CH3:1])([CH3:30])[CH3:31])[CH:11]=[CH:10][N:9]=2)=[O:39])=[CH:36][CH:35]=1)=[O:33], predict the reactants needed to synthesize it. The reactants are: [CH3:1][Si:2]([CH3:31])([CH3:30])[CH2:3][CH2:4][O:5][CH2:6][N:7]1[CH:11]=[CH:10][N:9]=[C:8]1[CH2:12][CH:13]([CH2:16][C:17]1[N:18]([CH2:22][O:23][CH2:24][CH2:25][Si:26]([CH3:29])([CH3:28])[CH3:27])[CH:19]=[CH:20][N:21]=1)[CH2:14][NH2:15].[CH:32]([C:34]1[CH:42]=[CH:41][C:37]([C:38](O)=[O:39])=[CH:36][CH:35]=1)=[O:33].C(N=C=NCCCN(C)C)C.ON1C2C=CC=CC=2N=C1. (7) Given the product [C:20]1([S:26]([N:13]2[C:12]3[CH:14]=[CH:15][CH:16]=[CH:17][C:11]=3[N:10]=[C:9]2[C:3]2[C:4]([F:8])=[CH:5][CH:6]=[CH:7][C:2]=2[F:1])(=[O:28])=[O:27])[CH:25]=[CH:24][CH:23]=[CH:22][CH:21]=1, predict the reactants needed to synthesize it. The reactants are: [F:1][C:2]1[CH:7]=[CH:6][CH:5]=[C:4]([F:8])[C:3]=1[C:9]1[NH:10][C:11]2[CH:17]=[CH:16][CH:15]=[CH:14][C:12]=2[N:13]=1.[H-].[Na+].[C:20]1([S:26](Cl)(=[O:28])=[O:27])[CH:25]=[CH:24][CH:23]=[CH:22][CH:21]=1.